The task is: Predict the product of the given reaction.. This data is from Forward reaction prediction with 1.9M reactions from USPTO patents (1976-2016). (1) The product is: [CH3:33][S:32][C:28]1[CH:27]=[C:26]([CH:31]=[CH:30][CH:29]=1)[CH:2]=[C:3]1[C:9]2[CH:10]=[CH:11][CH:12]=[CH:13][C:8]=2[CH2:7][CH2:6][C:5]2[CH:14]=[CH:15][CH:16]=[CH:17][C:4]1=2. Given the reactants Br[CH:2]=[C:3]1[C:9]2[CH:10]=[CH:11][CH:12]=[CH:13][C:8]=2[CH2:7][CH2:6][C:5]2[CH:14]=[CH:15][CH:16]=[CH:17][C:4]1=2.CC1(C)C(C)(C)OB([C:26]2[CH:31]=[CH:30][CH:29]=[C:28]([S:32][CH3:33])[CH:27]=2)O1.C([O-])([O-])=O.[Na+].[Na+], predict the reaction product. (2) Given the reactants [CH3:1][C:2]1[CH:7]=[C:6]([C:8]([F:17])([C:13]([F:16])([F:15])[F:14])[C:9]([F:12])([F:11])[F:10])[CH:5]=[C:4]([CH3:18])[C:3]=1[NH:19][C:20](=[O:31])[C:21]1[CH:26]=[CH:25][C:24](F)=[C:23]([N+:28]([O-:30])=[O:29])[CH:22]=1.[CH3:32][NH:33][CH3:34].O, predict the reaction product. The product is: [CH3:32][N:33]([CH3:34])[C:24]1[CH:25]=[CH:26][C:21]([C:20]([NH:19][C:3]2[C:2]([CH3:1])=[CH:7][C:6]([C:8]([F:17])([C:13]([F:14])([F:16])[F:15])[C:9]([F:12])([F:10])[F:11])=[CH:5][C:4]=2[CH3:18])=[O:31])=[CH:22][C:23]=1[N+:28]([O-:30])=[O:29]. (3) The product is: [CH3:1][O:2][C:3](=[O:29])[CH:4]=[C:5]([C:7]1[CH:28]=[CH:27][C:10]2[S:11][CH:12]=[C:13]([C:14]3[CH:19]=[C:18]([CH:20]([CH3:22])[CH3:21])[CH:17]=[C:16]([CH:23]([CH3:24])[CH3:25])[C:15]=3[O:26][CH3:31])[C:9]=2[CH:8]=1)[CH3:6]. Given the reactants [CH3:1][O:2][C:3](=[O:29])[CH:4]=[C:5]([C:7]1[CH:28]=[CH:27][C:10]2[S:11][CH:12]=[C:13]([C:14]3[CH:19]=[C:18]([CH:20]([CH3:22])[CH3:21])[CH:17]=[C:16]([CH:23]([CH3:25])[CH3:24])[C:15]=3[OH:26])[C:9]=2[CH:8]=1)[CH3:6].I[CH3:31].[F-].[Cs+].O, predict the reaction product.